Dataset: Forward reaction prediction with 1.9M reactions from USPTO patents (1976-2016). Task: Predict the product of the given reaction. (1) Given the reactants C1C=CC(C2C=CC=CC=2)=CC=1.C1C=CC(OC2C=CC=CC=2)=CC=1.CC1(C)O[C:31](=[O:33])[C:30](=[CH:34][NH:35][C:36]2[CH:41]=[CH:40][C:39]([O:42][C:43](=[O:45])[CH3:44])=[C:38]([F:46])[CH:37]=2)C(=O)O1, predict the reaction product. The product is: [F:46][C:38]1[C:39]([O:42][C:43](=[O:45])[CH3:44])=[CH:40][CH:41]=[C:36]2[C:37]=1[C:31](=[O:33])[CH:30]=[CH:34][NH:35]2. (2) Given the reactants C(O)[C:2]([NH2:7])([CH2:5]O)[CH2:3]O.Cl.[CH3:10][O:11][C:12]1[CH:13]=[C:14](CC(=O)C)[CH:15]=[CH:16][C:17]=1[O:18][CH3:19].C1([C@H](N)C)C=CC=CC=1, predict the reaction product. The product is: [CH3:10][O:11][C:12]1[CH:13]=[C:14]([CH2:5][C@H:2]([NH2:7])[CH3:3])[CH:15]=[CH:16][C:17]=1[O:18][CH3:19]. (3) Given the reactants [OH-].[Na+].[CH3:3][O:4][C:5]1[N:10]=[CH:9][C:8]([CH:11](C(OCC)=O)[C:12]([O:14]CC)=[O:13])=[CH:7][CH:6]=1.Cl.C([O-])(O)=O.[Na+], predict the reaction product. The product is: [CH3:3][O:4][C:5]1[N:10]=[CH:9][C:8]([CH2:11][C:12]([OH:14])=[O:13])=[CH:7][CH:6]=1.